From a dataset of Forward reaction prediction with 1.9M reactions from USPTO patents (1976-2016). Predict the product of the given reaction. (1) Given the reactants [Br:1][C:2]1[O:6][C:5]([C:7]([OH:9])=O)=[CH:4][CH:3]=1.Cl.Cl.[N:12]12[CH2:20][CH2:19][CH:16]([CH2:17][CH2:18]1)[NH:15][CH2:14][CH2:13]2.O.ON1C2C=CC=CC=2N=N1.F[B-](F)(F)F.N1(OC(N(C)C)=[N+](C)C)C2C=CC=CC=2N=N1.C(N(C(C)C)CC)(C)C.[OH-].[Na+], predict the reaction product. The product is: [Br:1][C:2]1[O:6][C:5]([C:7]([N:15]2[CH:16]3[CH2:19][CH2:20][N:12]([CH2:18][CH2:17]3)[CH2:13][CH2:14]2)=[O:9])=[CH:4][CH:3]=1. (2) Given the reactants [C:1]([O:5][C:6]([N:8]1[CH2:13][CH2:12][CH:11]([C:14]2[S:15][CH:16]=[C:17]([CH2:19]Cl)[N:18]=2)[CH2:10][CH2:9]1)=[O:7])([CH3:4])([CH3:3])[CH3:2].[N:21]1([C:26]2[CH:31]=[CH:30][C:29]([OH:32])=[CH:28][CH:27]=2)[CH:25]=[N:24][N:23]=[N:22]1.C([O-])([O-])=O.[Cs+].[Cs+], predict the reaction product. The product is: [N:21]1([C:26]2[CH:31]=[CH:30][C:29]([O:32][CH2:19][C:17]3[N:18]=[C:14]([CH:11]4[CH2:12][CH2:13][N:8]([C:6]([O:5][C:1]([CH3:4])([CH3:3])[CH3:2])=[O:7])[CH2:9][CH2:10]4)[S:15][CH:16]=3)=[CH:28][CH:27]=2)[CH:25]=[N:24][N:23]=[N:22]1. (3) Given the reactants [F:1][C:2]1[CH:3]=[C:4]([CH2:9][C:10]([OH:12])=[O:11])[CH:5]=[C:6]([F:8])[CH:7]=1.Cl.O1CCOC[CH2:15]1, predict the reaction product. The product is: [F:1][C:2]1[CH:3]=[C:4]([CH2:9][C:10]([O:12][CH3:15])=[O:11])[CH:5]=[C:6]([F:8])[CH:7]=1. (4) Given the reactants [CH3:1][C:2]1[CH:9]=[CH:8][C:5]([C:6]#[N:7])=[C:4]([O:10][CH3:11])[CH:3]=1.[Br:12]N1C(=O)CCC1=O.N(C(C)(C)C#N)=NC(C)(C)C#N, predict the reaction product. The product is: [Br:12][CH2:1][C:2]1[CH:9]=[CH:8][C:5]([C:6]#[N:7])=[C:4]([O:10][CH3:11])[CH:3]=1. (5) Given the reactants O[C:2]1[C:7]([I:8])=[C:6]([OH:9])[CH:5]=[CH:4][N:3]=1.[C:10]([O-:13])([O-])=O.[Cs+].[Cs+].[CH3:16]I, predict the reaction product. The product is: [CH3:2][N:3]1[CH:4]=[CH:5][C:6]([O:9][CH3:16])=[C:7]([I:8])[C:10]1=[O:13]. (6) Given the reactants Cl.[Br:2][C:3]1[CH:4]=[C:5]([CH2:9][C:10]([CH3:14])([CH3:13])[CH2:11][NH2:12])[CH:6]=[CH:7][CH:8]=1.CCN(CC)CC.[F:22][C:23]([F:30])([F:29])[C:24](OCC)=[O:25], predict the reaction product. The product is: [Br:2][C:3]1[CH:4]=[C:5]([CH2:9][C:10]([CH3:14])([CH3:13])[CH2:11][NH:12][C:24](=[O:25])[C:23]([F:30])([F:29])[F:22])[CH:6]=[CH:7][CH:8]=1. (7) Given the reactants [OH-].[Na+].[Cl:3][C:4]1[CH:9]=[CH:8][C:7]([C:10]2[CH:11]=[CH:12][C:13]([C:16]#[C:17][C:18]3[CH:30]=[CH:29][C:21]4[S:22][C:23]([C:25]([O:27]C)=[O:26])=[CH:24][C:20]=4[CH:19]=3)=[N:14][CH:15]=2)=[CH:6][CH:5]=1.Cl, predict the reaction product. The product is: [Cl:3][C:4]1[CH:9]=[CH:8][C:7]([C:10]2[CH:11]=[CH:12][C:13]([C:16]#[C:17][C:18]3[CH:30]=[CH:29][C:21]4[S:22][C:23]([C:25]([OH:27])=[O:26])=[CH:24][C:20]=4[CH:19]=3)=[N:14][CH:15]=2)=[CH:6][CH:5]=1.